Dataset: Reaction yield outcomes from USPTO patents with 853,638 reactions. Task: Predict the reaction yield, written as a fraction of the theoretical maximum amount of product (1.0 means a 100% yield; for example, 0.34 means a 34% yield). (1) The reactants are P(O[CH2:10][C:11]#[N:12])(OCC)(OCC)=O.CC(C)([O-])C.[K+].O=[C:20]1[CH2:23][N:22]([C:24]([O:26][C:27]([CH3:30])([CH3:29])[CH3:28])=[O:25])[CH2:21]1. The catalyst is O1CCCC1.O.[Cl-].[Na+]. The product is [C:11]([CH:10]=[C:20]1[CH2:23][N:22]([C:24]([O:26][C:27]([CH3:30])([CH3:29])[CH3:28])=[O:25])[CH2:21]1)#[N:12]. The yield is 0.610. (2) No catalyst specified. The yield is 0.500. The reactants are [H-].[Na+].[O:3]1[CH2:8][CH2:7][CH:6]([CH:9]2[CH2:21][C:20]3[C:19]4C(=[CH:15][CH:16]=[C:17]([C:22]([OH:24])=[O:23])[CH:18]=4)NC=3[CH2:11][CH2:10]2)[CH2:5][CH2:4]1.[CH3:25]I.[CH3:27][N:28]([CH:30]=O)[CH3:29]. The product is [CH3:29][N:28]1[C:27]2[CH2:11][CH2:10][CH:9]([CH:6]3[CH2:5][CH2:4][O:3][CH2:8][CH2:7]3)[CH2:21][C:20]=2[C:19]2[C:30]1=[CH:15][CH:16]=[C:17]([C:22]([O:24][CH3:25])=[O:23])[CH:18]=2. (3) The reactants are C(N(CC1C=CC=CC=1)C1[CH:13]=[C:12]([C:14]2[C:23]3[C:18](=[CH:19][C:20]([O:29][CH2:30][CH3:31])=[C:21]4[O:26][C:25]([CH3:28])([CH3:27])[CH2:24][C:22]4=3)[CH2:17][C:16]([CH3:33])([CH3:32])[N:15]=2)[CH:11]=[CH:10]C=1C(O)=O)(=O)C.[CH:41]1[CH:46]=[C:45]2N=NN([O-])[C:44]2=C[CH:42]=1.[NH4+].[CH2:52]([N:54]([CH2:57][CH3:58])[CH2:55][CH3:56])[CH3:53].Cl.C(N=C=NCCCN(C)C)C.C[N:72](C)[CH:73]=[O:74]. The yield is 0.620. The product is [CH2:30]([O:29][C:20]1[CH:19]=[C:18]2[C:23](=[C:22]3[CH2:24][C:25]([CH3:28])([CH3:27])[O:26][C:21]=13)[C:14]([C:12]1[CH:13]=[C:55]3[C:56]([C:73](=[O:74])[N:72]=[C:52]([CH3:53])[N:54]3[CH2:57][C:58]3[CH:42]=[CH:41][CH:46]=[CH:45][CH:44]=3)=[CH:10][CH:11]=1)=[N:15][C:16]([CH3:32])([CH3:33])[CH2:17]2)[CH3:31]. No catalyst specified. (4) The reactants are [CH3:1][C:2]1([CH3:32])[CH2:7][N:6]([CH2:8][C:9]2[CH:14]=[CH:13][C:12]([N:15]3[CH2:20][CH2:19][O:18][CH2:17][CH2:16]3)=[CH:11][C:10]=2[C:21]([F:24])([F:23])[F:22])[CH2:5][CH2:4][N:3]1C(OC(C)(C)C)=O.FC(F)(F)C(O)=O. The catalyst is ClCCl. The product is [CH3:1][C:2]1([CH3:32])[NH:3][CH2:4][CH2:5][N:6]([CH2:8][C:9]2[CH:14]=[CH:13][C:12]([N:15]3[CH2:20][CH2:19][O:18][CH2:17][CH2:16]3)=[CH:11][C:10]=2[C:21]([F:24])([F:22])[F:23])[CH2:7]1. The yield is 0.850.